Dataset: Forward reaction prediction with 1.9M reactions from USPTO patents (1976-2016). Task: Predict the product of the given reaction. (1) Given the reactants C([O:4][C:5]1[CH:10]=[CH:9][C:8]([C:11]2[C:18]([CH3:19])=[C:14]3[O:15][CH2:16][CH2:17][N:13]3[N:12]=2)=[CH:7][C:6]=1[CH3:20])(C)C.S(=O)(=O)(O)O, predict the reaction product. The product is: [CH3:19][C:18]1[C:11]([C:8]2[CH:9]=[CH:10][C:5]([OH:4])=[C:6]([CH3:20])[CH:7]=2)=[N:12][N:13]2[CH2:17][CH2:16][O:15][C:14]=12. (2) Given the reactants [CH3:1][O:2][C:3]1[CH:4]=[C:5]([CH:9]=[C:10]([O:12][CH3:13])[CH:11]=1)[C:6](O)=O.[NH2:14][NH:15][C:16]([NH:18][NH2:19])=[S:17].Cl, predict the reaction product. The product is: [NH2:19][N:18]1[C:6]([C:5]2[CH:4]=[C:3]([O:2][CH3:1])[CH:11]=[C:10]([O:12][CH3:13])[CH:9]=2)=[N:14][N:15]=[C:16]1[SH:17].